This data is from Forward reaction prediction with 1.9M reactions from USPTO patents (1976-2016). The task is: Predict the product of the given reaction. (1) Given the reactants [C:1]([C:5]1[CH:23]=[C:8]2[N:9]=[C:10]([CH3:22])[C:11]([CH:14]([CH2:19][CH2:20][CH3:21])[C:15]([O:17][CH3:18])=[O:16])=[C:12](Cl)[N:7]2[N:6]=1)([CH3:4])([CH3:3])[CH3:2].[CH:24]1[C:33]2[C:28](=[CH:29][CH:30]=[CH:31][CH:32]=2)[CH:27]=[CH:26][C:25]=1B(O)O.C(N(C(C)C)CC)(C)C, predict the reaction product. The product is: [C:1]([C:5]1[CH:23]=[C:8]2[N:9]=[C:10]([CH3:22])[C:11]([CH:14]([CH2:19][CH2:20][CH3:21])[C:15]([O:17][CH3:18])=[O:16])=[C:12]([C:26]3[CH:25]=[CH:24][C:33]4[C:28](=[CH:29][CH:30]=[CH:31][CH:32]=4)[CH:27]=3)[N:7]2[N:6]=1)([CH3:4])([CH3:3])[CH3:2]. (2) Given the reactants [F:1][C:2]1[CH:7]=[CH:6][C:5]([C:8]([F:11])([F:10])[F:9])=[CH:4][C:3]=1[N:12]=[C:13]=[O:14].[NH2:15][C:16]1[S:17][C:18]([Br:21])=[CH:19][N:20]=1, predict the reaction product. The product is: [Br:21][C:18]1[S:17][C:16]([NH:15][C:13]([NH:12][C:3]2[CH:4]=[C:5]([C:8]([F:11])([F:10])[F:9])[CH:6]=[CH:7][C:2]=2[F:1])=[O:14])=[N:20][CH:19]=1. (3) Given the reactants [F:1][C:2]1[CH:9]=[CH:8][C:7]([C:10]2[N:15]=[C:14]3[N:16]([CH2:19][C@H:20]4[O:25][CH2:24][CH2:23][N:22]([C:26]5[N:31]=[CH:30][C:29]([C:32]6[CH2:33][CH2:34][NH:35][CH2:36][CH:37]=6)=[CH:28][N:27]=5)[CH2:21]4)[N:17]=[N:18][C:13]3=[N:12][CH:11]=2)=[CH:6][C:3]=1[C:4]#[N:5].C(=O)([O-])[O-].[K+].[K+].Br[CH2:45][CH2:46][OH:47].ClCCl.CO, predict the reaction product. The product is: [F:1][C:2]1[CH:9]=[CH:8][C:7]([C:10]2[N:15]=[C:14]3[N:16]([CH2:19][C@H:20]4[O:25][CH2:24][CH2:23][N:22]([C:26]5[N:27]=[CH:28][C:29]([C:32]6[CH2:33][CH2:34][N:35]([CH2:45][CH2:46][OH:47])[CH2:36][CH:37]=6)=[CH:30][N:31]=5)[CH2:21]4)[N:17]=[N:18][C:13]3=[N:12][CH:11]=2)=[CH:6][C:3]=1[C:4]#[N:5]. (4) Given the reactants [CH2:1]([O:13][C:14]1[CH:21]=[CH:20][C:17]([CH2:18][Cl:19])=[CH:16][CH:15]=1)[CH2:2][CH2:3][CH2:4][CH2:5][CH2:6][CH2:7][CH2:8][CH2:9][CH2:10][CH2:11][CH3:12].S(Cl)(Cl)=O.[CH2:26](OC1C=CC(CO)=CC=1)[CH2:27]CCCCCCCCCCCC, predict the reaction product. The product is: [CH2:1]([O:13][C:14]1[CH:21]=[CH:20][C:17]([CH2:18][Cl:19])=[CH:16][CH:15]=1)[CH2:2][CH2:3][CH2:4][CH2:5][CH2:6][CH2:7][CH2:8][CH2:9][CH2:10][CH2:11][CH2:12][CH2:26][CH3:27]. (5) Given the reactants CC(OC([NH:8][C@H:9]([C:18]([OH:20])=[O:19])[CH2:10][C:11]1[CH:16]=[CH:15][C:14]([OH:17])=[CH:13][CH:12]=1)=O)(C)C.[OH-].[Na+].C([O:30][C:31]1[CH:50]=[CH:49][C:34]([CH2:35][C:36]2[C:46]([CH3:47])=[CH:45][C:39]([O:40][CH2:41][C:42](O)=[O:43])=[CH:38][C:37]=2[CH3:48])=[CH:33][C:32]=1[CH:51]([CH3:53])[CH3:52])C1C=CC=CC=1.Cl.C([SiH](CC)CC)C, predict the reaction product. The product is: [NH2:8][CH:9]([CH2:10][C:11]1[CH:12]=[CH:13][C:14]([O:17][C:42](=[O:43])[CH2:41][O:40][C:39]2[CH:45]=[C:46]([CH3:47])[C:36]([CH2:35][C:34]3[CH:49]=[CH:50][C:31]([OH:30])=[C:32]([CH:51]([CH3:52])[CH3:53])[CH:33]=3)=[C:37]([CH3:48])[CH:38]=2)=[CH:15][CH:16]=1)[C:18]([OH:20])=[O:19]. (6) Given the reactants BrC[CH2:3][C:4]1[CH:11]=[CH:10][C:7]([CH:8]=[O:9])=[CH:6][CH:5]=1.C([O-])([O-])=O.[K+].[K+].[CH:18]([N:21]([CH:25]1[CH2:30][CH2:29][NH:28][CH2:27][CH2:26]1)[C:22](=[O:24])[CH3:23])([CH3:20])[CH3:19], predict the reaction product. The product is: [CH:8]([C:7]1[CH:6]=[CH:5][C:4]([CH2:3][N:28]2[CH2:29][CH2:30][CH:25]([N:21]([CH:18]([CH3:20])[CH3:19])[C:22](=[O:24])[CH3:23])[CH2:26][CH2:27]2)=[CH:11][CH:10]=1)=[O:9]. (7) The product is: [C:17]([O:16][CH2:15][C:12]1[CH:11]=[CH:10][C:9]([CH2:8][O:7][CH:2]2[CH2:3][CH2:4][CH2:5][CH2:6][O:1]2)=[CH:14][CH:13]=1)(=[O:21])[CH3:18]. Given the reactants [O:1]1[CH2:6][CH2:5][CH2:4][CH2:3][CH:2]1[O:7][CH2:8][C:9]1[CH:14]=[CH:13][C:12]([CH2:15][OH:16])=[CH:11][CH:10]=1.[C:17]([OH:21])(C)(C)[CH3:18].C(OC(C)C)(C)C, predict the reaction product.